This data is from Forward reaction prediction with 1.9M reactions from USPTO patents (1976-2016). The task is: Predict the product of the given reaction. (1) Given the reactants [Cl:1][C:2]1[C:7]([O:8][C:9]([F:12])([F:11])[F:10])=[CH:6][C:5](/[CH:13]=[CH:14]/[C:15]([OH:17])=O)=[C:4]([S:18](=[O:23])(=[O:22])[N:19]([CH3:21])[CH3:20])[CH:3]=1.[F:24][C:25]1[CH:40]=[CH:39][C:28]([CH2:29][N:30]2[CH2:37][CH:36]3[NH:38][CH:32]([CH2:33][O:34][CH2:35]3)[CH2:31]2)=[CH:27][CH:26]=1, predict the reaction product. The product is: [Cl:1][C:2]1[C:7]([O:8][C:9]([F:12])([F:11])[F:10])=[CH:6][C:5](/[CH:13]=[CH:14]/[C:15]([N:38]2[CH:32]3[CH2:31][N:30]([CH2:29][C:28]4[CH:39]=[CH:40][C:25]([F:24])=[CH:26][CH:27]=4)[CH2:37][CH:36]2[CH2:35][O:34][CH2:33]3)=[O:17])=[C:4]([S:18]([N:19]([CH3:20])[CH3:21])(=[O:23])=[O:22])[CH:3]=1. (2) Given the reactants [CH2:1]([NH:8][C:9](=[O:28])[CH2:10][CH2:11][O:12][C:13]1[CH:18]=[C:17]([CH3:19])[C:16]([SiH:20]([CH:24]([CH3:26])[CH3:25])[CH:21]([CH3:23])[CH3:22])=[C:15]([CH3:27])[CH:14]=1)[C:2]1[CH:7]=[CH:6][CH:5]=[CH:4][CH:3]=1.C(O)(=O)C.[F-:33].[K+], predict the reaction product. The product is: [CH2:1]([NH:8][C:9](=[O:28])[CH2:10][CH2:11][O:12][C:13]1[CH:14]=[C:15]([CH3:27])[C:16]([Si:20]([F:33])([CH:21]([CH3:22])[CH3:23])[CH:24]([CH3:26])[CH3:25])=[C:17]([CH3:19])[CH:18]=1)[C:2]1[CH:7]=[CH:6][CH:5]=[CH:4][CH:3]=1. (3) Given the reactants C(OC(C[CH:12]([O:17][C:18](=[O:58])[C:19]1[CH:24]=[CH:23][C:22]([NH:25][C:26]([C@H:28]2[C@H:32]([C:33]3[CH:38]=[CH:37][CH:36]=[C:35]([Cl:39])[C:34]=3[F:40])[C@:31]([C:43]3[CH:48]=[CH:47][C:46]([Cl:49])=[CH:45][C:44]=3[F:50])([C:41]#[N:42])[C@H:30]([CH2:51][C:52]([CH3:55])([CH3:54])[CH3:53])[NH:29]2)=[O:27])=[C:21]([O:56][CH3:57])[CH:20]=1)[O:13][C:14](=[O:16])[NH2:15])=O)C1C=CC=CC=1.[H][H], predict the reaction product. The product is: [Cl:39][C:35]1[C:34]([F:40])=[C:33]([C@@H:32]2[C@:31]([C:43]3[CH:48]=[CH:47][C:46]([Cl:49])=[CH:45][C:44]=3[F:50])([C:41]#[N:42])[C@H:30]([CH2:51][C:52]([CH3:55])([CH3:53])[CH3:54])[NH:29][C@H:28]2[C:26]([NH:25][C:22]2[CH:23]=[CH:24][C:19]([C:18]([O:17][CH2:12][O:13][C:14]([NH:15][CH2:19][C:18]([OH:58])=[O:17])=[O:16])=[O:58])=[CH:20][C:21]=2[O:56][CH3:57])=[O:27])[CH:38]=[CH:37][CH:36]=1.